From a dataset of Reaction yield outcomes from USPTO patents with 853,638 reactions. Predict the reaction yield, written as a fraction of the theoretical maximum amount of product (1.0 means a 100% yield; for example, 0.34 means a 34% yield). (1) The reactants are [OH:1][C:2]1[C:15]2[C:14](=[O:16])[C:13]3[CH:12]=[C:11]4[CH:17]=[CH:18][CH:19]=[CH:20][C:10]4=[CH:9][C:8]=3[O:7][C:6]=2[CH:5]=[C:4]([OH:21])[CH:3]=1.[CH2:22]([CH:24]1[O:26][CH2:25]1)Cl. The product is [O:26]1[CH2:25][CH:24]1[CH2:22][O:1][C:2]1[C:15]2[C:14](=[O:16])[C:13]3[CH:12]=[C:11]4[CH:17]=[CH:18][CH:19]=[CH:20][C:10]4=[CH:9][C:8]=3[O:7][C:6]=2[CH:5]=[C:4]([O:21][CH2:22][CH:24]2[CH2:25][O:26]2)[CH:3]=1. The catalyst is CC(C)=O. The yield is 0.218. (2) The reactants are [C:1]([Si:5]([O:8][CH2:9][CH2:10][CH2:11][C@@H:12]([O:33][CH2:34][C:35]1[CH:40]=[CH:39][C:38]([O:41][CH2:42][CH2:43][CH2:44][C:45]([F:75])([F:74])[C:46]([F:73])([F:72])[C:47]([F:71])([F:70])[C:48]([F:69])([F:68])[C:49]([F:67])([F:66])[C:50]([F:65])([F:64])[C:51]([F:63])([F:62])[C:52]([F:61])([F:60])[C:53]([F:59])([F:58])[C:54]([F:57])([F:56])[F:55])=[CH:37][CH:36]=1)[C@H:13]([CH3:32])[C@@H:14]([O:20][CH2:21][C:22]1[CH:27]=[CH:26][C:25]([O:28][CH3:29])=[C:24]([O:30][CH3:31])[CH:23]=1)[C@@H:15]([CH3:19])/[CH:16]=[CH:17]\I)([CH3:7])[CH3:6])([CH3:4])([CH3:3])[CH3:2].[C:76]1([Zn]I)[CH:81]=[CH:80][CH:79]=[CH:78][CH:77]=1.CCOC(C)=O.CCCCCC. The catalyst is C1COCC1.C1C=CC([P]([Pd]([P](C2C=CC=CC=2)(C2C=CC=CC=2)C2C=CC=CC=2)([P](C2C=CC=CC=2)(C2C=CC=CC=2)C2C=CC=CC=2)[P](C2C=CC=CC=2)(C2C=CC=CC=2)C2C=CC=CC=2)(C2C=CC=CC=2)C2C=CC=CC=2)=CC=1. The product is [C:1]([Si:5]([O:8][CH2:9][CH2:10][CH2:11][C@@H:12]([O:33][CH2:34][C:35]1[CH:40]=[CH:39][C:38]([O:41][CH2:42][CH2:43][CH2:44][C:45]([F:75])([F:74])[C:46]([F:73])([F:72])[C:47]([F:71])([F:70])[C:48]([F:69])([F:68])[C:49]([F:67])([F:66])[C:50]([F:65])([F:64])[C:51]([F:63])([F:62])[C:52]([F:61])([F:60])[C:53]([F:59])([F:58])[C:54]([F:57])([F:56])[F:55])=[CH:37][CH:36]=1)[C@H:13]([CH3:32])[C@@H:14]([O:20][CH2:21][C:22]1[CH:27]=[CH:26][C:25]([O:28][CH3:29])=[C:24]([O:30][CH3:31])[CH:23]=1)[C@@H:15]([CH3:19])/[CH:16]=[CH:17]\[C:76]1[CH:81]=[CH:80][CH:79]=[CH:78][CH:77]=1)([CH3:7])[CH3:6])([CH3:4])([CH3:3])[CH3:2]. The yield is 0.630. (3) The reactants are Br[C:2]1[C:3]([N:21]2[CH2:26][CH2:25][C:24]([CH3:28])([CH3:27])[CH2:23][CH2:22]2)=[C:4]([C@H:10]([O:16][C:17]([CH3:20])([CH3:19])[CH3:18])[C:11]([O:13][CH2:14][CH3:15])=[O:12])[C:5]([CH3:9])=[N:6][C:7]=1[CH3:8].[F:29][C:30]1[CH:46]=[CH:45][C:33]([CH2:34][O:35][C:36]2[CH:41]=[CH:40][C:39](B(O)O)=[CH:38][CH:37]=2)=[CH:32][CH:31]=1.C([O-])([O-])=O.[Na+].[Na+]. The catalyst is CN(C=O)C.C1C=CC([P]([Pd]([P](C2C=CC=CC=2)(C2C=CC=CC=2)C2C=CC=CC=2)([P](C2C=CC=CC=2)(C2C=CC=CC=2)C2C=CC=CC=2)[P](C2C=CC=CC=2)(C2C=CC=CC=2)C2C=CC=CC=2)(C2C=CC=CC=2)C2C=CC=CC=2)=CC=1. The product is [C:17]([O:16][C@@H:10]([C:4]1[C:5]([CH3:9])=[N:6][C:7]([CH3:8])=[C:2]([C:39]2[CH:38]=[CH:37][C:36]([O:35][CH2:34][C:33]3[CH:32]=[CH:31][C:30]([F:29])=[CH:46][CH:45]=3)=[CH:41][CH:40]=2)[C:3]=1[N:21]1[CH2:26][CH2:25][C:24]([CH3:28])([CH3:27])[CH2:23][CH2:22]1)[C:11]([O:13][CH2:14][CH3:15])=[O:12])([CH3:20])([CH3:19])[CH3:18]. The yield is 0.599. (4) The reactants are Br.[CH2:2]([C:4]1[N:5]=[C:6]([C@@H:9]([NH2:20])[CH2:10][C:11]2[CH:16]=[CH:15][C:14]([N+:17]([O-:19])=[O:18])=[CH:13][CH:12]=2)[S:7][CH:8]=1)[CH3:3].[CH2:21]([CH:28]([C:32]([O:34][CH2:35][CH3:36])=[O:33])[C:29](O)=[O:30])[C:22]1[CH:27]=[CH:26][CH:25]=[CH:24][CH:23]=1.ON1C2C=CC=CC=2N=N1.CN(C)CCCN=C=NCC.C(N(C(C)C)CC)(C)C. The catalyst is CN(C=O)C.O. The product is [CH2:35]([O:34][C:32](=[O:33])[CH:28]([CH2:21][C:22]1[CH:27]=[CH:26][CH:25]=[CH:24][CH:23]=1)[C:29]([NH:20][C@H:9]([C:6]1[S:7][CH:8]=[C:4]([CH2:2][CH3:3])[N:5]=1)[CH2:10][C:11]1[CH:16]=[CH:15][C:14]([N+:17]([O-:19])=[O:18])=[CH:13][CH:12]=1)=[O:30])[CH3:36]. The yield is 0.310. (5) The reactants are [CH:1]1([C:4]2[CH:25]=[N:24][C:7]3[O:8][CH2:9][CH2:10][N:11]([C:12]([C:14]4[CH:19]=[C:18]([Br:20])[C:17]([O:21]C)=[C:16]([Br:23])[CH:15]=4)=[O:13])[C:6]=3[CH:5]=2)[CH2:3][CH2:2]1.B(Br)(Br)Br.[OH-].[Na+]. The catalyst is ClCCl. The product is [CH:1]1([C:4]2[CH:25]=[N:24][C:7]3[O:8][CH2:9][CH2:10][N:11]([C:12]([C:14]4[CH:15]=[C:16]([Br:23])[C:17]([OH:21])=[C:18]([Br:20])[CH:19]=4)=[O:13])[C:6]=3[CH:5]=2)[CH2:2][CH2:3]1. The yield is 0.840. (6) The reactants are [Cl:1][C:2]1[CH:3]=[C:4]2[C:9](=[CH:10][CH:11]=1)[CH2:8][N:7]([S:12]([CH2:15][CH2:16][C:17]([O:19]C)=[O:18])(=[O:14])=[O:13])[CH2:6][CH2:5]2.[OH-].[Na+].Cl. No catalyst specified. The product is [Cl:1][C:2]1[CH:3]=[C:4]2[C:9](=[CH:10][CH:11]=1)[CH2:8][N:7]([S:12]([CH2:15][CH2:16][C:17]([OH:19])=[O:18])(=[O:14])=[O:13])[CH2:6][CH2:5]2. The yield is 0.160. (7) The reactants are [CH:1]1([CH2:7][C@H:8]([NH:15][C:16](=[O:22])[O:17][C:18]([CH3:21])([CH3:20])[CH3:19])[C:9]([N:11](OC)[CH3:12])=[O:10])[CH2:6][CH2:5][CH2:4][CH2:3][CH2:2]1.[CH2:23](N)C.CCO.CN(C(ON1N=NC2C=CC=CC1=2)=[N+](C)C)C.F[P-](F)(F)(F)(F)F. The catalyst is CN(C=O)C. The product is [CH:1]1([CH2:7][C@H:8]([NH:15][C:16](=[O:22])[O:17][C:18]([CH3:21])([CH3:20])[CH3:19])[C:9]([NH:11][CH2:12][CH3:23])=[O:10])[CH2:6][CH2:5][CH2:4][CH2:3][CH2:2]1. The yield is 0.340.